This data is from NCI-60 drug combinations with 297,098 pairs across 59 cell lines. The task is: Regression. Given two drug SMILES strings and cell line genomic features, predict the synergy score measuring deviation from expected non-interaction effect. (1) Drug 1: C1CCN(CC1)CCOC2=CC=C(C=C2)C(=O)C3=C(SC4=C3C=CC(=C4)O)C5=CC=C(C=C5)O. Drug 2: C1CCC(CC1)NC(=O)N(CCCl)N=O. Cell line: MCF7. Synergy scores: CSS=21.5, Synergy_ZIP=-8.93, Synergy_Bliss=1.10, Synergy_Loewe=1.36, Synergy_HSA=1.80. (2) Drug 1: CC12CCC3C(C1CCC2=O)CC(=C)C4=CC(=O)C=CC34C. Drug 2: CCN(CC)CCNC(=O)C1=C(NC(=C1C)C=C2C3=C(C=CC(=C3)F)NC2=O)C. Cell line: MALME-3M. Synergy scores: CSS=43.8, Synergy_ZIP=2.59, Synergy_Bliss=6.59, Synergy_Loewe=0.463, Synergy_HSA=4.67.